The task is: Predict which catalyst facilitates the given reaction.. This data is from Catalyst prediction with 721,799 reactions and 888 catalyst types from USPTO. (1) Product: [CH2:4]([N:6]([CH2:7][CH3:8])[C:33]([C:29]1[CH:30]=[CH:31][C:32]2[CH:19]([CH:16]3[CH2:17][CH2:18][NH:13][CH2:14][CH2:15]3)[C:20]3[C:25]([O:26][C:27]=2[CH:28]=1)=[CH:24][CH:23]=[CH:22][CH:21]=3)=[NH:34])[CH3:5]. The catalyst class is: 27. Reactant: C[Mg]Br.[CH2:4]([NH:6][CH2:7][CH3:8])[CH3:5].FC(F)(F)C([N:13]1[CH2:18][CH2:17][CH:16]([CH:19]2[C:32]3[CH:31]=[CH:30][C:29]([C:33]#[N:34])=[CH:28][C:27]=3[O:26][C:25]3[C:20]2=[CH:21][CH:22]=[CH:23][CH:24]=3)[CH2:15][CH2:14]1)=O.O. (2) Reactant: C[O:2][C:3](=[O:20])[CH:4]([Cl:19])[C:5](=[O:18])[CH2:6][C:7]([CH:13]1[CH2:17][CH2:16][CH2:15][CH2:14]1)(O)[CH2:8][CH2:9][C:10]#[CH:11].C([O-])([O-])=O.[K+].[K+]. Product: [CH2:8]([C:7]1([CH:13]2[CH2:14][CH2:15][CH2:16][CH2:17]2)[O:20][C:3](=[O:2])[CH:4]([Cl:19])[C:5](=[O:18])[CH2:6]1)[CH2:9][C:10]#[CH:11]. The catalyst class is: 5.